This data is from NCI-60 drug combinations with 297,098 pairs across 59 cell lines. The task is: Regression. Given two drug SMILES strings and cell line genomic features, predict the synergy score measuring deviation from expected non-interaction effect. (1) Drug 1: CC1C(C(=O)NC(C(=O)N2CCCC2C(=O)N(CC(=O)N(C(C(=O)O1)C(C)C)C)C)C(C)C)NC(=O)C3=C4C(=C(C=C3)C)OC5=C(C(=O)C(=C(C5=N4)C(=O)NC6C(OC(=O)C(N(C(=O)CN(C(=O)C7CCCN7C(=O)C(NC6=O)C(C)C)C)C)C(C)C)C)N)C. Drug 2: CC1C(C(CC(O1)OC2CC(CC3=C2C(=C4C(=C3O)C(=O)C5=C(C4=O)C(=CC=C5)OC)O)(C(=O)CO)O)N)O.Cl. Cell line: HCC-2998. Synergy scores: CSS=26.6, Synergy_ZIP=-1.11, Synergy_Bliss=-1.17, Synergy_Loewe=-1.47, Synergy_HSA=-1.33. (2) Drug 1: C1=NC2=C(N1)C(=S)N=C(N2)N. Drug 2: C1CN(P(=O)(OC1)NCCCl)CCCl. Cell line: HCT-15. Synergy scores: CSS=31.6, Synergy_ZIP=-2.78, Synergy_Bliss=-2.23, Synergy_Loewe=-33.7, Synergy_HSA=-3.32.